Dataset: Full USPTO retrosynthesis dataset with 1.9M reactions from patents (1976-2016). Task: Predict the reactants needed to synthesize the given product. (1) Given the product [C:1]([OH:5])(=[O:4])[CH:2]=[CH2:3].[CH2:6]([O:10][C:11](=[O:14])[CH:12]=[CH2:13])[CH2:7][CH2:8][CH3:9], predict the reactants needed to synthesize it. The reactants are: [C:1]([OH:5])(=[O:4])[CH:2]=[CH2:3].[CH2:6]([O:10][C:11](=[O:14])[CH:12]=[CH2:13])[CH2:7][CH2:8][CH3:9]. (2) Given the product [Cl:12][C:10]1[C:9]2[C:4](=[CH:5][CH:6]=[CH:7][CH:8]=2)[N:3]=[C:2]([O:14][CH3:13])[CH:11]=1, predict the reactants needed to synthesize it. The reactants are: Cl[C:2]1[CH:11]=[C:10]([Cl:12])[C:9]2[C:4](=[CH:5][CH:6]=[CH:7][CH:8]=2)[N:3]=1.[CH3:13][O-:14].[Na+]. (3) Given the product [CH:12]1([CH2:15][O:9][CH2:8][CH2:7][O:6][C:5]2[CH:10]=[CH:11][C:2]([Br:1])=[CH:3][CH:4]=2)[CH2:14][CH2:13]1, predict the reactants needed to synthesize it. The reactants are: [Br:1][C:2]1[CH:11]=[CH:10][C:5]([O:6][CH2:7][CH2:8][OH:9])=[CH:4][CH:3]=1.[CH:12]1([CH2:15]Br)[CH2:14][CH2:13]1. (4) The reactants are: [NH2:1][CH2:2][C:3]1[C:12]2[C:7](=[CH:8][CH:9]=[CH:10][CH:11]=2)[C:6](=[O:13])[N:5]([NH:14][C:15](=[O:24])[CH2:16][C:17]2[CH:22]=[CH:21][C:20]([Cl:23])=[CH:19][CH:18]=2)[N:4]=1.[CH3:25][C:26]1[CH:31]=[CH:30][C:29]([S:32](Cl)(=[O:34])=[O:33])=[CH:28][CH:27]=1. Given the product [Cl:23][C:20]1[CH:19]=[CH:18][C:17]([CH2:16][C:15]([NH:14][N:5]2[N:4]=[C:3]([CH2:2][NH:1][S:32]([C:29]3[CH:30]=[CH:31][C:26]([CH3:25])=[CH:27][CH:28]=3)(=[O:34])=[O:33])[C:12]3[C:7](=[CH:8][CH:9]=[CH:10][CH:11]=3)[C:6]2=[O:13])=[O:24])=[CH:22][CH:21]=1, predict the reactants needed to synthesize it. (5) The reactants are: [Br:1][C:2]1[CH:7]=[CH:6][C:5]([CH2:8]Br)=[CH:4][C:3]=1[F:10].[C:11]([O-:14])(=[O:13])[CH3:12].[Na+].C(=O)(O)[O-].[Na+]. Given the product [C:11]([O:14][CH2:8][C:5]1[CH:6]=[CH:7][C:2]([Br:1])=[C:3]([F:10])[CH:4]=1)(=[O:13])[CH3:12], predict the reactants needed to synthesize it.